From a dataset of Forward reaction prediction with 1.9M reactions from USPTO patents (1976-2016). Predict the product of the given reaction. (1) Given the reactants [NH2:1][C:2]1[CH:7]=[CH:6][C:5]([Cl:8])=[CH:4][C:3]=1[C:9]([C:11]1[CH:16]=[CH:15][CH:14]=[C:13]([Cl:17])[CH:12]=1)=O.[CH:18]1([C:21](=O)[CH2:22][C:23]([O:25][CH3:26])=[O:24])[CH2:20][CH2:19]1.[O-]S(C(F)(F)F)(=O)=O.[Yb+3].[O-]S(C(F)(F)F)(=O)=O.[O-]S(C(F)(F)F)(=O)=O, predict the reaction product. The product is: [CH3:26][O:25][C:23]([C:22]1[C:21]([CH:18]2[CH2:20][CH2:19]2)=[N:1][C:2]2[C:3]([C:9]=1[C:11]1[CH:16]=[CH:15][CH:14]=[C:13]([Cl:17])[CH:12]=1)=[CH:4][C:5]([Cl:8])=[CH:6][CH:7]=2)=[O:24]. (2) Given the reactants [Br:1][C:2]1[N:3]=[C:4]([CH2:21][CH3:22])[C:5]([NH:10][C@@H:11]2[C:19]3C(=CC=CC=3)[CH2:13][C@@H:12]2[OH:20])=[N:6][C:7]=1[CH2:8][CH3:9].C(C1C(N[C@H]2[C@@H](O)C[N:36]([C:40]([O:42][CH2:43][C:44]3[CH:49]=[CH:48][CH:47]=[CH:46][CH:45]=3)=[O:41])C2)=NC(CC)=CN=1)C, predict the reaction product. The product is: [Br:1][C:2]1[N:3]=[C:4]([CH2:21][CH3:22])[C:5]([NH:10][C@H:11]2[C@@H:12]([OH:20])[CH2:13][N:36]([C:40]([O:42][CH2:43][C:44]3[CH:49]=[CH:48][CH:47]=[CH:46][CH:45]=3)=[O:41])[CH2:19]2)=[N:6][C:7]=1[CH2:8][CH3:9].